Dataset: Peptide-MHC class II binding affinity with 134,281 pairs from IEDB. Task: Regression. Given a peptide amino acid sequence and an MHC pseudo amino acid sequence, predict their binding affinity value. This is MHC class II binding data. (1) The peptide sequence is IMLLAYYIAAVNIES. The MHC is DRB1_0405 with pseudo-sequence DRB1_0405. The binding affinity (normalized) is 0.190. (2) The peptide sequence is TATYGGKWLDAKSTW. The MHC is DRB1_1001 with pseudo-sequence DRB1_1001. The binding affinity (normalized) is 0.179. (3) The peptide sequence is HMAKEDLVANQPNLK. The MHC is DRB1_0405 with pseudo-sequence DRB1_0405. The binding affinity (normalized) is 0.186.